From a dataset of Catalyst prediction with 721,799 reactions and 888 catalyst types from USPTO. Predict which catalyst facilitates the given reaction. (1) Reactant: C[O-].[Na+].C([O:6][C:7](=O)[CH:8]([CH3:12])[C:9]([CH3:11])=O)C.Cl.[CH:15]([NH2:17])=[NH:16].S(=O)(=O)(O)O. Product: [OH:6][C:7]1[C:8]([CH3:12])=[C:9]([CH3:11])[N:17]=[CH:15][N:16]=1. The catalyst class is: 8. (2) Reactant: [CH3:1][N:2]1[C:6](B2OC(C)(C)C(C)(C)O2)=[C:5]([Cl:16])[CH:4]=[N:3]1.Br[C:18]1[CH:19]=[C:20]2[C:24](=[CH:25][CH:26]=1)[C:23](=[O:27])[N:22]([C@@H:28]([C:38]1[CH:43]=[CH:42][CH:41]=[CH:40][CH:39]=1)[CH2:29][NH:30]C(=O)OC(C)(C)C)[CH2:21]2.C(N(CC)C(C)C)(C)C. Product: [NH2:30][CH2:29][C@H:28]([N:22]1[CH2:21][C:20]2[C:24](=[CH:25][CH:26]=[C:18]([C:6]3[N:2]([CH3:1])[N:3]=[CH:4][C:5]=3[Cl:16])[CH:19]=2)[C:23]1=[O:27])[C:38]1[CH:39]=[CH:40][CH:41]=[CH:42][CH:43]=1. The catalyst class is: 760. (3) Reactant: [Br:1][C:2]1[CH:10]=[C:9](/[CH:11]=[CH:12]/[CH:13]([C:18]2[CH:23]=[C:22]([Cl:24])[C:21]([Cl:25])=[C:20]([Cl:26])[CH:19]=2)[C:14]([F:17])([F:16])[F:15])[CH:8]=[CH:7][C:3]=1[C:4](O)=[O:5].ClCCCl.CCN=C=NCCCN(C)C.Cl.Cl.[F:44][C:45]([F:53])([F:52])[CH2:46][NH:47][C:48]([NH:50][NH2:51])=[O:49]. Product: [Br:1][C:2]1[CH:10]=[C:9](/[CH:11]=[CH:12]/[CH:13]([C:18]2[CH:19]=[C:20]([Cl:26])[C:21]([Cl:25])=[C:22]([Cl:24])[CH:23]=2)[C:14]([F:17])([F:16])[F:15])[CH:8]=[CH:7][C:3]=1[C:4]([NH:51][NH:50][C:48]([NH:47][CH2:46][C:45]([F:53])([F:52])[F:44])=[O:49])=[O:5]. The catalyst class is: 79.